This data is from Full USPTO retrosynthesis dataset with 1.9M reactions from patents (1976-2016). The task is: Predict the reactants needed to synthesize the given product. (1) Given the product [CH3:1][O:2][C:3]1[CH:4]=[C:5]2[C:10](=[CH:11][C:12]=1[O:13][CH3:14])[N:9]=[CH:8][CH:7]=[C:6]2[O:15][C:25]1[C:30]([CH3:29])=[CH:38][C:37]([NH:34][C:35](=[O:42])[O:56][CH:54]([C:53]2[CH:57]=[CH:58][CH:59]=[CH:60][C:52]=2[F:51])[CH3:55])=[C:27]([CH3:28])[CH:26]=1, predict the reactants needed to synthesize it. The reactants are: [CH3:1][O:2][C:3]1[CH:4]=[C:5]2[C:10](=[CH:11][C:12]=1[O:13][CH3:14])[N:9]=[CH:8][CH:7]=[C:6]2[O:15]NC1C=C(C)C=CC=1C.[C:25]1(C)[CH:30]=[CH:29][CH:28]=[CH:27][CH:26]=1.C([N:34]([CH2:37][CH3:38])[CH2:35]C)C.ClC(Cl)([O:42]C(=O)OC(Cl)(Cl)Cl)Cl.[F:51][C:52]1[CH:60]=[CH:59][CH:58]=[CH:57][C:53]=1[CH:54]([OH:56])[CH3:55]. (2) Given the product [NH:1]1[CH:5]=[C:4]([CH2:6][C:7]([N:9]2[CH2:14][CH2:13][N:12]([CH2:32][C:33]3[CH:38]=[CH:37][CH:36]=[CH:35][CH:34]=3)[CH2:11][C@H:10]2[C:15]([NH:17][C:18]2[CH:19]=[CH:20][C:21]([O:24][C:25]3[CH:30]=[CH:29][C:28]([F:31])=[CH:27][CH:26]=3)=[CH:22][CH:23]=2)=[O:16])=[O:8])[N:3]=[CH:2]1, predict the reactants needed to synthesize it. The reactants are: [NH:1]1[CH:5]=[C:4]([CH2:6][C:7]([N:9]2[CH2:14][CH2:13][NH:12][CH2:11][C@H:10]2[C:15]([NH:17][C:18]2[CH:23]=[CH:22][C:21]([O:24][C:25]3[CH:30]=[CH:29][C:28]([F:31])=[CH:27][CH:26]=3)=[CH:20][CH:19]=2)=[O:16])=[O:8])[N:3]=[CH:2]1.[CH:32](=O)[C:33]1[CH:38]=[CH:37][CH:36]=[CH:35][CH:34]=1.CO.C(O[BH-](OC(=O)C)OC(=O)C)(=O)C.[Na+].